Predict the reaction yield, written as a fraction of the theoretical maximum amount of product (1.0 means a 100% yield; for example, 0.34 means a 34% yield). From a dataset of Reaction yield outcomes from USPTO patents with 853,638 reactions. (1) The reactants are [CH:1]([C:3]1[C:4]([NH2:10])=[N:5][CH:6]=[C:7]([F:9])[CH:8]=1)=[CH2:2]. The catalyst is CCO.O=[Pt]=O. The product is [CH2:1]([C:3]1[C:4]([NH2:10])=[N:5][CH:6]=[C:7]([F:9])[CH:8]=1)[CH3:2]. The yield is 0.840. (2) The reactants are [Br:1][C:2]1[CH:3]=[C:4]2[NH:10][CH:9]=[N:8][C:5]2=[N:6][CH:7]=1.[H-].[Na+].[C:13]1([C:19](Cl)([C:26]2[CH:31]=[CH:30][CH:29]=[CH:28][CH:27]=2)[C:20]2[CH:25]=[CH:24][CH:23]=[CH:22][CH:21]=2)[CH:18]=[CH:17][CH:16]=[CH:15][CH:14]=1. The catalyst is CN(C)C=O. The product is [Br:1][C:2]1[CH:3]=[C:4]2[N:10]=[CH:9][N:8]([C:19]([C:13]3[CH:18]=[CH:17][CH:16]=[CH:15][CH:14]=3)([C:26]3[CH:27]=[CH:28][CH:29]=[CH:30][CH:31]=3)[C:20]3[CH:21]=[CH:22][CH:23]=[CH:24][CH:25]=3)[C:5]2=[N:6][CH:7]=1. The yield is 0.370.